From a dataset of Forward reaction prediction with 1.9M reactions from USPTO patents (1976-2016). Predict the product of the given reaction. (1) Given the reactants [C:1]1([CH2:7][CH2:8][C:9](Cl)=[O:10])[CH:6]=[CH:5][CH:4]=[CH:3][CH:2]=1.[NH2:12][C:13]1[CH:18]=[CH:17][C:16]([C:19]2[C:27]3[C:22](=[N:23][CH:24]=[N:25][C:26]=3[NH2:28])[N:21]([CH:29]3[CH2:34][CH2:33][N:32]([CH2:35][C:36]4[NH:37][CH:38]=[CH:39][N:40]=4)[CH2:31][CH2:30]3)[N:20]=2)=[CH:15][C:14]=1[O:41][CH3:42], predict the reaction product. The product is: [NH2:28][C:26]1[N:25]=[CH:24][N:23]=[C:22]2[N:21]([CH:29]3[CH2:34][CH2:33][N:32]([CH2:35][C:36]4[NH:37][CH:38]=[CH:39][N:40]=4)[CH2:31][CH2:30]3)[N:20]=[C:19]([C:16]3[CH:17]=[CH:18][C:13]([NH:12][C:9](=[O:10])[CH2:8][CH2:7][C:1]4[CH:6]=[CH:5][CH:4]=[CH:3][CH:2]=4)=[C:14]([O:41][CH3:42])[CH:15]=3)[C:27]=12. (2) The product is: [N+:1]([C:4]1[CH:5]=[C:6]2[C:10](=[CH:11][CH:12]=1)[N:9]([CH2:14][C:15]1[CH:16]=[C:17]([CH:22]=[CH:23][CH:24]=1)[C:18]([O:20][CH3:21])=[O:19])[CH:8]=[CH:7]2)([O-:3])=[O:2]. Given the reactants [N+:1]([C:4]1[CH:5]=[C:6]2[C:10](=[CH:11][CH:12]=1)[NH:9][CH:8]=[CH:7]2)([O-:3])=[O:2].Br[CH2:14][C:15]1[CH:16]=[C:17]([CH:22]=[CH:23][CH:24]=1)[C:18]([O:20][CH3:21])=[O:19].C(=O)([O-])[O-].[K+].[K+], predict the reaction product. (3) Given the reactants [CH2:1]([N:3]([CH2:30][CH3:31])[CH2:4][CH2:5][NH:6][C:7]([C:9]1[C:17]2[CH2:16][CH2:15][CH2:14]/[C:13](=[C:18]3/[C:19](=[O:28])[NH:20][C:21]4[C:26]/3=[CH:25][C:24]([F:27])=[CH:23][CH:22]=4)/[C:12]=2[NH:11][C:10]=1[CH3:29])=[O:8])[CH3:2].C(#N)C.[C:35]([OH:43])(=[O:42])[C@H:36]([CH2:38][C:39]([OH:41])=[O:40])[OH:37], predict the reaction product. The product is: [C:35]([OH:43])(=[O:42])[C@H:36]([CH2:38][C:39]([OH:41])=[O:40])[OH:37].[CH2:30]([N:3]([CH2:1][CH3:2])[CH2:4][CH2:5][NH:6][C:7]([C:9]1[C:17]2[CH2:16][CH2:15][CH2:14]/[C:13](=[C:18]3/[C:19](=[O:28])[NH:20][C:21]4[C:26]/3=[CH:25][C:24]([F:27])=[CH:23][CH:22]=4)/[C:12]=2[NH:11][C:10]=1[CH3:29])=[O:8])[CH3:31]. (4) The product is: [CH3:25][N:13]1[CH2:12][C:11]2[CH:10]=[CH:9][C:8]([NH:36][C:35]3[CH:34]=[CH:33][C:32]([N:29]4[CH:30]=[N:31][C:27]([CH3:26])=[N:28]4)=[CH:38][CH:37]=3)=[N:18][C:17]=2[O:16][C@H:15]([C:19]2[CH:24]=[CH:23][CH:22]=[CH:21][CH:20]=2)[CH2:14]1. Given the reactants COCCOC.Cl[C:8]1[CH:9]=[CH:10][C:11]2[CH2:12][N:13]([CH3:25])[CH2:14][C@@H:15]([C:19]3[CH:24]=[CH:23][CH:22]=[CH:21][CH:20]=3)[O:16][C:17]=2[N:18]=1.[CH3:26][C:27]1[N:31]=[CH:30][N:29]([C:32]2[CH:38]=[CH:37][C:35]([NH2:36])=[CH:34][CH:33]=2)[N:28]=1.C(=O)([O-])[O-].[Cs+].[Cs+], predict the reaction product. (5) The product is: [NH2:13][C:12](=[N:15][OH:16])[C:10]1[CH:9]=[N:8][CH:7]=[C:6]([CH:11]=1)[C:4]([O:3][CH2:1][CH3:2])=[O:5]. Given the reactants [CH2:1]([O:3][C:4]([C:6]1[CH:7]=[N:8][CH:9]=[C:10]([C:12]#[N:13])[CH:11]=1)=[O:5])[CH3:2].Cl.[NH2:15][OH:16].C(N(CC)CC)C, predict the reaction product. (6) Given the reactants FC(F)(F)C(OI(C1C=CC=CC=1)OC(=O)C(F)(F)F)=O.[F:22][C:23]1[CH:52]=[CH:51][C:26]([C:27]([NH:29][N:30]=[CH:31][C:32]2[CH:37]=[CH:36][C:35]([C@@H:38]3[O:43][CH2:42][CH2:41][N:40]([C:44]([O:46][C:47]([CH3:50])([CH3:49])[CH3:48])=[O:45])[CH2:39]3)=[CH:34][CH:33]=2)=[O:28])=[CH:25][CH:24]=1, predict the reaction product. The product is: [F:22][C:23]1[CH:24]=[CH:25][C:26]([C:27]2[O:28][C:31]([C:32]3[CH:33]=[CH:34][C:35]([C@@H:38]4[O:43][CH2:42][CH2:41][N:40]([C:44]([O:46][C:47]([CH3:48])([CH3:49])[CH3:50])=[O:45])[CH2:39]4)=[CH:36][CH:37]=3)=[N:30][N:29]=2)=[CH:51][CH:52]=1. (7) Given the reactants [CH3:1][CH:2]([CH3:10])[C:3](=[O:9])[CH2:4][C:5](OC)=[O:6].C1(C)C=CC(S(O)(=O)=O)=CC=1.[CH:22]([OH:25])([CH3:24])[CH3:23], predict the reaction product. The product is: [CH3:1][CH:2]([CH3:10])[C:3](=[O:9])[CH2:4][C:5]([O:25][CH:22]([CH3:24])[CH3:23])=[O:6].